Regression. Given a peptide amino acid sequence and an MHC pseudo amino acid sequence, predict their binding affinity value. This is MHC class II binding data. From a dataset of Peptide-MHC class II binding affinity with 134,281 pairs from IEDB. (1) The peptide sequence is MEADVILPIGTRSVE. The MHC is HLA-DQA10501-DQB10303 with pseudo-sequence HLA-DQA10501-DQB10303. The binding affinity (normalized) is 0.539. (2) The peptide sequence is KWEDKRLLYNEAKAESNSHH. The MHC is DRB1_1502 with pseudo-sequence QEFFIASGAAVDAIMWPRFDYFDIQAATYHVGFT. The binding affinity (normalized) is 0.473. (3) The peptide sequence is NDVSTYASGKVWGQK. The MHC is HLA-DQA10301-DQB10302 with pseudo-sequence HLA-DQA10301-DQB10302. The binding affinity (normalized) is 0.296. (4) The peptide sequence is DIDCWCYGVENVRVA. The MHC is DRB4_0103 with pseudo-sequence DRB4_0103. The binding affinity (normalized) is 0.567. (5) The peptide sequence is SGNLVMFQMQDHQLI. The MHC is HLA-DQA10501-DQB10301 with pseudo-sequence HLA-DQA10501-DQB10301. The binding affinity (normalized) is 0.0968. (6) The peptide sequence is VKNVIGPFMKAVCVE. The MHC is DRB4_0101 with pseudo-sequence DRB4_0103. The binding affinity (normalized) is 0.198. (7) The peptide sequence is EVKYFAATQFEPLAA. The MHC is HLA-DPA10103-DPB10401 with pseudo-sequence HLA-DPA10103-DPB10401. The binding affinity (normalized) is 0.968. (8) The peptide sequence is DSYKFIPTLVAAV. The MHC is DRB1_0401 with pseudo-sequence DRB1_0401. The binding affinity (normalized) is 0.444. (9) The peptide sequence is SSMVEAMVSRARIDA. The MHC is DRB1_0901 with pseudo-sequence DRB1_0901. The binding affinity (normalized) is 0.189.